Dataset: Forward reaction prediction with 1.9M reactions from USPTO patents (1976-2016). Task: Predict the product of the given reaction. (1) Given the reactants [CH2:1]([O:8][N:9]1[C:15](=[O:16])[N:14]2[CH2:17][C@H:10]1[CH2:11][CH2:12][C@H:13]2[C:18]([OH:20])=O)[C:2]1[CH:7]=[CH:6][CH:5]=[CH:4][CH:3]=1.[NH2:21][O:22][CH2:23][C:24]1[C:32]2[CH:31]3[CH2:33][CH:28]([CH2:29][CH2:30]3)[C:27]=2[N:26]([CH3:34])[N:25]=1.ON1C2C=CC=CC=2N=N1.Cl.C(N=C=NCCCN(C)C)C, predict the reaction product. The product is: [CH2:1]([O:8][N:9]1[C:15](=[O:16])[N:14]2[CH2:17][C@H:10]1[CH2:11][CH2:12][C@H:13]2[C:18]([NH:21][O:22][CH2:23][C:24]1[C:32]2[CH:31]3[CH2:33][CH:28]([CH2:29][CH2:30]3)[C:27]=2[N:26]([CH3:34])[N:25]=1)=[O:20])[C:2]1[CH:3]=[CH:4][CH:5]=[CH:6][CH:7]=1. (2) Given the reactants [CH3:1][O:2][C:3]([C@H:5]1[CH2:9][C@@H:8]([OH:10])[C@@H:7]([NH:11][C:12]([C:14]2[S:15][C:16]([Cl:19])=[CH:17][CH:18]=2)=[O:13])[CH2:6]1)=[O:4].C(N(C(C)C)C(C)C)C.[S:29](Cl)([CH3:32])(=[O:31])=[O:30], predict the reaction product. The product is: [CH3:1][O:2][C:3]([C@H:5]1[CH2:9][C@@H:8]([O:10][S:29]([CH3:32])(=[O:31])=[O:30])[C@@H:7]([NH:11][C:12]([C:14]2[S:15][C:16]([Cl:19])=[CH:17][CH:18]=2)=[O:13])[CH2:6]1)=[O:4]. (3) Given the reactants [C-:1]#[N:2].[Na+].Br[C:5]1[C:6]([CH2:33][N:34]2[CH2:39][CH2:38][CH2:37][C@H:36]([NH:40][CH2:41][CH3:42])[CH2:35]2)=[C:7]([C:29]([F:32])([F:31])[F:30])[CH:8]=[C:9]2[C:14]=1[N:13]=[CH:12][N:11]([CH2:15][C:16]1[CH:21]=[C:20]([Cl:22])[CH:19]=[CH:18][C:17]=1[S:23]([CH2:26][CH3:27])(=[O:25])=[O:24])[C:10]2=[O:28], predict the reaction product. The product is: [Cl:22][C:20]1[CH:19]=[CH:18][C:17]([S:23]([CH2:26][CH3:27])(=[O:25])=[O:24])=[C:16]([CH2:15][N:11]2[C:10](=[O:28])[C:9]3[C:14](=[C:5]([C:1]#[N:2])[C:6]([CH2:33][N:34]4[CH2:39][CH2:38][CH2:37][C@H:36]([NH:40][CH2:41][CH3:42])[CH2:35]4)=[C:7]([C:29]([F:32])([F:31])[F:30])[CH:8]=3)[N:13]=[CH:12]2)[CH:21]=1. (4) The product is: [NH2:47][C:48]1[N:52]([C:53]2[CH:54]=[CH:55][C:56]([F:59])=[CH:57][CH:58]=2)[N:51]=[CH:50][C:49]=1[C:60]([NH:62][CH2:63][C:64]([CH2:70][N:71]([CH2:72][CH3:73])[C:7]([C:6]1[CH:10]=[CH:11][CH:12]=[CH:13][C:5]=1[S:2]([CH3:1])(=[O:3])=[O:4])=[O:9])([OH:69])[C:65]([F:68])([F:67])[F:66])=[O:61]. Given the reactants [CH3:1][S:2]([C:5]1[CH:13]=[CH:12][CH:11]=[CH:10][C:6]=1[C:7]([OH:9])=O)(=[O:4])=[O:3].C(N(C(C)C)CC)(C)C.CN(C(ON1N=NC2C=CC=NC1=2)=[N+](C)C)C.F[P-](F)(F)(F)(F)F.[NH2:47][C:48]1[N:52]([C:53]2[CH:58]=[CH:57][C:56]([F:59])=[CH:55][CH:54]=2)[N:51]=[CH:50][C:49]=1[C:60]([NH:62][CH2:63][C:64]([CH2:70][NH:71][CH2:72][CH3:73])([OH:69])[C:65]([F:68])([F:67])[F:66])=[O:61], predict the reaction product. (5) Given the reactants O[C:2]1[CH:7]=[C:6]([C:8]([F:11])([F:10])[F:9])[N:5]=[C:4]([C:12]2[CH:13]=[N:14][C:15]([C:18]([F:21])([F:20])[F:19])=[CH:16][CH:17]=2)[N:3]=1.P(Cl)(Cl)([Cl:24])=O, predict the reaction product. The product is: [Cl:24][C:2]1[CH:7]=[C:6]([C:8]([F:11])([F:10])[F:9])[N:5]=[C:4]([C:12]2[CH:13]=[N:14][C:15]([C:18]([F:21])([F:20])[F:19])=[CH:16][CH:17]=2)[N:3]=1. (6) Given the reactants [N:1]#[C:2][NH2:3].[N:4]([C:7]1[CH:12]=[CH:11][C:10]([N:13]2[CH2:18][CH2:17][N:16]([CH2:19][CH:20]3[CH2:22][CH2:21]3)[CH2:15][CH2:14]2)=[CH:9][CH:8]=1)=[C:5]=[S:6].Br[CH2:24][C:25]([C:27]1[CH:32]=[CH:31][CH:30]=[C:29]([O:33][CH3:34])[CH:28]=1)=[O:26], predict the reaction product. The product is: [NH2:1][C:2]1[N:3]=[C:5]([NH:4][C:7]2[CH:8]=[CH:9][C:10]([N:13]3[CH2:14][CH2:15][N:16]([CH2:19][CH:20]4[CH2:22][CH2:21]4)[CH2:17][CH2:18]3)=[CH:11][CH:12]=2)[S:6][C:24]=1[C:25]([C:27]1[CH:32]=[CH:31][CH:30]=[C:29]([O:33][CH3:34])[CH:28]=1)=[O:26]. (7) Given the reactants [CH3:1][N:2]([CH:4]([CH2:8][CH2:9][CH3:10])C(O)=O)[CH3:3].S(Cl)(Cl)=O.[CH3:15][NH:16][C:17]1[C:22]([C:23]([NH2:25])=[O:24])=[C:21]([O:26][CH3:27])[C:20]([O:28][CH3:29])=[CH:19][CH:18]=1.Cl[CH:31](Cl)Cl, predict the reaction product. The product is: [CH3:1][N:2]([CH3:3])[CH2:4][CH2:8][CH2:9][CH2:10][C:15]1[N:16]([CH3:31])[C:17]2[C:22]([C:23](=[O:24])[N:25]=1)=[C:21]([O:26][CH3:27])[C:20]([O:28][CH3:29])=[CH:19][CH:18]=2.